This data is from Full USPTO retrosynthesis dataset with 1.9M reactions from patents (1976-2016). The task is: Predict the reactants needed to synthesize the given product. (1) Given the product [CH:43]1([C@H:46]([O:48][C:40](=[O:41])[NH:1][C:2]2[CH:3]=[CH:4][C:5]([C:8]3[N:9]([CH:26]4[CH2:29][CH2:28]4)[C:10]4[C:15]([C:16]=3[C:17]#[N:18])=[CH:14][CH:13]=[C:12]([O:19][C:20]3[N:21]=[CH:22][CH:23]=[CH:24][N:25]=3)[CH:11]=4)=[CH:6][CH:50]=2)[CH3:47])[CH2:45][CH2:44]1, predict the reactants needed to synthesize it. The reactants are: [NH2:1][C:2]1N=[CH:6][C:5]([C:8]2[N:9]([CH:26]3[CH2:29][CH2:28]C3)[C:10]3[C:15]([C:16]=2[C:17]#[N:18])=[CH:14][CH:13]=[C:12]([O:19][C:20]2[N:25]=[CH:24][CH:23]=[CH:22][N:21]=2)[CH:11]=3)=[CH:4][CH:3]=1.C1C([N+]([O-])=O)=CC=C([Cl-][C:40]([O-])=[O:41])C=1.[CH:43]1([C@H:46]([OH:48])[CH3:47])[CH2:45][CH2:44]1.N1C=CC=C[CH:50]=1. (2) Given the product [CH2:1]([NH:8][CH:12]1[CH2:13][CH2:14][N:15]([C:18]2[N:19]=[CH:20][C:21]([C:24]3[NH:33][C:32](=[O:34])[C:31]4[C:26](=[CH:27][C:28]([O:37][CH3:38])=[CH:29][C:30]=4[O:35][CH3:36])[N:25]=3)=[CH:22][CH:23]=2)[CH2:16][CH2:17]1)[C:2]1[CH:7]=[CH:6][CH:5]=[CH:4][CH:3]=1, predict the reactants needed to synthesize it. The reactants are: [CH2:1]([N:8]([CH:12]1[CH2:17][CH2:16][N:15]([C:18]2[CH:23]=[CH:22][C:21]([C:24]3[NH:33][C:32](=[O:34])[C:31]4[C:26](=[CH:27][C:28]([O:37][CH3:38])=[CH:29][C:30]=4[O:35][CH3:36])[N:25]=3)=[CH:20][N:19]=2)[CH2:14][CH2:13]1)C(=O)C)[C:2]1[CH:7]=[CH:6][CH:5]=[CH:4][CH:3]=1.[OH-].[Na+]. (3) Given the product [F:16][C:17]1[CH:18]=[C:19]([S:23]([NH:1][C:2]2[CH:3]=[C:4]3[C:8](=[CH:9][CH:10]=2)[NH:7][N:6]=[C:5]3[NH:11][S:12]([CH3:15])(=[O:14])=[O:13])(=[O:25])=[O:24])[CH:20]=[CH:21][CH:22]=1, predict the reactants needed to synthesize it. The reactants are: [NH2:1][C:2]1[CH:3]=[C:4]2[C:8](=[CH:9][CH:10]=1)[NH:7][N:6]=[C:5]2[NH:11][S:12]([CH3:15])(=[O:14])=[O:13].[F:16][C:17]1[CH:18]=[C:19]([S:23](Cl)(=[O:25])=[O:24])[CH:20]=[CH:21][CH:22]=1. (4) Given the product [CH3:1][O:2][C:3]1[CH:4]=[C:5]2[C:10](=[CH:11][C:12]=1[O:13][CH3:14])[N:9]=[CH:8][CH:7]=[C:6]2[O:15][C:16]1[CH:21]=[CH:20][C:19]([O:22][CH3:23])=[CH:18][C:17]=1[C:24]([C:26]1[S:27][CH:28]=[CH:29][N:30]=1)=[O:25], predict the reactants needed to synthesize it. The reactants are: [CH3:1][O:2][C:3]1[CH:4]=[C:5]2[C:10](=[CH:11][C:12]=1[O:13][CH3:14])[N:9]=[CH:8][CH:7]=[C:6]2[O:15][C:16]1[CH:21]=[CH:20][C:19]([O:22][CH3:23])=[CH:18][C:17]=1[CH:24]([C:26]1[S:27][CH:28]=[CH:29][N:30]=1)[OH:25]. (5) Given the product [Cl:1][C:2]1[C:3]([O:16][CH3:17])=[CH:4][C:5]2[O:10][CH:9]([C:11]([N:27]3[CH2:28][CH2:29][C:24]([CH2:23][C:22]4[CH:21]=[CH:20][C:19]([F:18])=[CH:33][CH:32]=4)([C:30]#[N:31])[CH2:25][CH2:26]3)=[O:13])[C:8](=[O:14])[NH:7][C:6]=2[CH:15]=1, predict the reactants needed to synthesize it. The reactants are: [Cl:1][C:2]1[C:3]([O:16][CH3:17])=[CH:4][C:5]2[O:10][CH:9]([C:11]([OH:13])=O)[C:8](=[O:14])[NH:7][C:6]=2[CH:15]=1.[F:18][C:19]1[CH:33]=[CH:32][C:22]([CH2:23][C:24]2([C:30]#[N:31])[CH2:29][CH2:28][NH:27][CH2:26][CH2:25]2)=[CH:21][CH:20]=1.CCN=C=NCCCN(C)C.C1C=CC2N(O)N=NC=2C=1.CCN(C(C)C)C(C)C. (6) Given the product [Cl:1][C:2]1[CH:3]=[C:4]([C:9]2[CH:21]=[CH:20][C:12]([C:13]([NH:15][S:16]([CH3:19])(=[O:18])=[O:17])=[O:14])=[CH:11][C:10]=2[O:22][CH3:23])[CH:5]=[N:6][C:7]=1[N:37]1[CH2:38][CH2:39][CH2:40][CH:36]1[CH:33]([CH3:35])[CH3:34], predict the reactants needed to synthesize it. The reactants are: [Cl:1][C:2]1[CH:3]=[C:4]([C:9]2[CH:21]=[CH:20][C:12]([C:13]([NH:15][S:16]([CH3:19])(=[O:18])=[O:17])=[O:14])=[CH:11][C:10]=2[O:22][CH:23](F)F)[CH:5]=[N:6][C:7]=1F.C(N(CC)CC)C.[CH:33]([CH:36]1[CH2:40][CH2:39][CH2:38][NH:37]1)([CH3:35])[CH3:34]. (7) Given the product [CH2:21]([O:20][C:17]1[CH:16]=[CH:15][C:14]([CH2:13][C@H:12]([NH:25][C:26]([O:28][C:29]([CH3:31])([CH3:30])[CH3:32])=[O:27])[C:11]([NH:10][C@@H:4]([CH2:5][CH:6]([CH3:7])[CH3:8])[C:3]([OH:34])=[O:2])=[O:33])=[CH:19][CH:18]=1)[CH2:22][CH:23]=[CH2:24], predict the reactants needed to synthesize it. The reactants are: C[O:2][C:3](=[O:34])[C@@H:4]([NH:10][C:11](=[O:33])[C@@H:12]([NH:25][C:26]([O:28][C:29]([CH3:32])([CH3:31])[CH3:30])=[O:27])[CH2:13][C:14]1[CH:19]=[CH:18][C:17]([O:20][CH2:21][CH2:22][CH:23]=[CH2:24])=[CH:16][CH:15]=1)[CH2:5][CH:6]([CH2:8]C)[CH3:7].[OH-].[Na+].CO. (8) Given the product [CH3:28][N:30]1[CH2:35][CH2:34][N:33]([C:9](=[O:11])[CH2:8][O:7][C:6]2[CH:5]=[CH:4][C:3]([CH:1]=[O:2])=[CH:13][CH:12]=2)[CH2:32][CH2:31]1, predict the reactants needed to synthesize it. The reactants are: [CH:1]([C:3]1[CH:13]=[CH:12][C:6]([O:7][CH2:8][C:9]([OH:11])=O)=[CH:5][CH:4]=1)=[O:2].CN1CCCCC1.C(C1C=C(C=CC=1)OC[C:28]([N:30]1[CH2:35][CH2:34][N:33](C(OC(C)(C)C)=O)[CH2:32][CH2:31]1)=O)=O.